From a dataset of Catalyst prediction with 721,799 reactions and 888 catalyst types from USPTO. Predict which catalyst facilitates the given reaction. (1) The catalyst class is: 212. Product: [CH3:1][O:2][CH:3]([C:8]1[CH:17]=[CH:16][CH:15]=[C:14]2[C:9]=1[CH:10]=[CH:11][CH:12]=[N:13]2)[C:4]([NH:6]/[N:7]=[CH:23]/[C:22]1[CH:25]=[C:26]([O:30][CH3:31])[C:27]([O:28][CH3:29])=[C:20]([O:19][CH3:18])[CH:21]=1)=[O:5]. Reactant: [CH3:1][O:2][CH:3]([C:8]1[CH:17]=[CH:16][CH:15]=[C:14]2[C:9]=1[CH:10]=[CH:11][CH:12]=[N:13]2)[C:4]([NH:6][NH2:7])=[O:5].[CH3:18][O:19][C:20]1[CH:21]=[C:22]([CH:25]=[C:26]([O:30][CH3:31])[C:27]=1[O:28][CH3:29])[CH:23]=O. (2) Reactant: [Cl:1][C:2]1[CH:19]=[CH:18][C:17]([CH:20]=O)=[CH:16][C:3]=1[C:4]([NH:6][CH2:7][C:8]1([OH:15])[CH2:14][CH2:13][CH2:12][CH2:11][CH2:10][CH2:9]1)=[O:5].Cl.[NH2:23][OH:24].C([O-])(=O)C.[Na+]. Product: [Cl:1][C:2]1[CH:19]=[CH:18][C:17]([CH:20]=[N:23][OH:24])=[CH:16][C:3]=1[C:4]([NH:6][CH2:7][C:8]1([OH:15])[CH2:14][CH2:13][CH2:12][CH2:11][CH2:10][CH2:9]1)=[O:5]. The catalyst class is: 24. (3) Reactant: Br[C:2]1[CH:7]=[CH:6][CH:5]=[CH:4][C:3]=1[N+:8]([O-])=O.C(P(C(C)(C)C)C1C=CC=CC=1C1C=CC=CC=1)(C)(C)C.[C:32]([O:35][C:36]1[CH:43]=[CH:42][C:39]([CH:40]=[CH2:41])=[CH:38][CH:37]=1)(=[O:34])[CH3:33].C(N(CC)C(C)C)(C)C. Product: [NH2:8][C:3]1[CH:4]=[CH:5][CH:6]=[CH:7][C:2]=1[CH:41]=[CH:40][C:39]1[CH:42]=[CH:43][C:36]([O:35][C:32](=[O:34])[CH3:33])=[CH:37][CH:38]=1. The catalyst class is: 524. (4) Reactant: [Br:1][C:2]1[C:11]2[C:6](=[CH:7][CH:8]=[CH:9][CH:10]=2)[CH:5]=[C:4]([Br:12])[N:3]=1.[Br:13]Br. Product: [Br:1][C:2]1[C:11]2[C:6](=[CH:7][C:8]([Br:13])=[CH:9][CH:10]=2)[CH:5]=[C:4]([Br:12])[N:3]=1. The catalyst class is: 6.